From a dataset of Reaction yield outcomes from USPTO patents with 853,638 reactions. Predict the reaction yield, written as a fraction of the theoretical maximum amount of product (1.0 means a 100% yield; for example, 0.34 means a 34% yield). (1) The reactants are [C:1]([NH:6][NH:7][C:8](=O)[C:9]1[CH:14]=[CH:13][CH:12]=[C:11]([N+:15]([O-:17])=[O:16])[CH:10]=1)(=O)[CH:2]([CH3:4])[CH3:3].COC1C=CC(P2(SP(C3C=CC(OC)=CC=3)(=S)S2)=[S:28])=CC=1. The catalyst is C1(C)C=CC=CC=1. The product is [CH:2]([C:1]1[S:28][C:8]([C:9]2[CH:14]=[CH:13][CH:12]=[C:11]([N+:15]([O-:17])=[O:16])[CH:10]=2)=[N:7][N:6]=1)([CH3:4])[CH3:3]. The yield is 0.750. (2) The reactants are [Cl:1][C:2]1[CH:3]=[C:4]2[C:8](=[C:9]([NH:11][CH:12]3[CH2:16][CH2:15][CH2:14][CH2:13]3)[CH:10]=1)[NH:7][C:6]([C:17]1[S:18][CH2:19][C@@H:20]([CH2:22][C:23]([OH:25])=O)[N:21]=1)=[CH:5]2.[NH2:26][CH2:27][CH2:28][N:29]1[CH2:34][CH2:33][O:32][CH2:31][CH2:30]1. No catalyst specified. The product is [Cl:1][C:2]1[CH:3]=[C:4]2[C:8](=[C:9]([NH:11][CH:12]3[CH2:16][CH2:15][CH2:14][CH2:13]3)[CH:10]=1)[NH:7][C:6]([C:17]1[S:18][CH2:19][C@@H:20]([CH2:22][C:23]([NH:26][CH2:27][CH2:28][N:29]3[CH2:34][CH2:33][O:32][CH2:31][CH2:30]3)=[O:25])[N:21]=1)=[CH:5]2. The yield is 0.340. (3) The reactants are [NH2:1][C:2]1[CH:3]=[C:4]2[C:9](=[CH:10][C:11]=1[NH:12][CH2:13][CH3:14])[N:8]=[CH:7][N:6]=[C:5]2[N:15]1[CH2:20][CH2:19][N:18]([C:21](=[S:30])[NH:22][CH2:23][C:24]2[CH:29]=[CH:28][CH:27]=[CH:26][CH:25]=2)[CH2:17][CH2:16]1.C(N(CC)CC)C.[C:38](Cl)(=[O:45])[C:39]1[CH:44]=[CH:43][CH:42]=[CH:41][CH:40]=1.O. The catalyst is ClCCl. The product is [C:38]([NH:1][C:2]1[CH:3]=[C:4]2[C:9](=[CH:10][C:11]=1[NH:12][CH2:13][CH3:14])[N:8]=[CH:7][N:6]=[C:5]2[N:15]1[CH2:20][CH2:19][N:18]([C:21](=[S:30])[NH:22][CH2:23][C:24]2[CH:29]=[CH:28][CH:27]=[CH:26][CH:25]=2)[CH2:17][CH2:16]1)(=[O:45])[C:39]1[CH:44]=[CH:43][CH:42]=[CH:41][CH:40]=1. The yield is 0.380. (4) The reactants are [N:1]([CH2:4][C:5]1[CH:10]=[CH:9][C:8]([F:11])=[CH:7][C:6]=1[S:12]([N:15]([CH3:17])[CH3:16])(=[O:14])=[O:13])=[N+]=[N-].C1(P(C2C=CC=CC=2)C2C=CC=CC=2)C=CC=CC=1. The catalyst is O1CCCC1.O. The product is [NH2:1][CH2:4][C:5]1[CH:10]=[CH:9][C:8]([F:11])=[CH:7][C:6]=1[S:12]([N:15]([CH3:17])[CH3:16])(=[O:13])=[O:14]. The yield is 0.350. (5) The reactants are [NH2:1][C:2]1[N:23]=[C:5]2[NH:6][C:7]([CH3:22])=[C:8]([C:18]([O:20][CH3:21])=[O:19])[CH:9]([C:10]3[CH:15]=[CH:14][C:13]([Cl:16])=[CH:12][C:11]=3[Cl:17])[N:4]2[N:3]=1.C(C1C(=O)C(Cl)=C(Cl)C(=O)C=1C#N)#N. The catalyst is C(Cl)Cl. The product is [NH2:1][C:2]1[N:23]=[C:5]2[N:6]=[C:7]([CH3:22])[C:8]([C:18]([O:20][CH3:21])=[O:19])=[C:9]([C:10]3[CH:15]=[CH:14][C:13]([Cl:16])=[CH:12][C:11]=3[Cl:17])[N:4]2[N:3]=1. The yield is 0.560. (6) The reactants are [Cl:1][C:2]1[N:3]=[C:4]([C:9]([NH:11][C:12]2[CH:32]=[CH:31][C:15]3[N:16]([CH2:20][C:21]4[CH:22]=[C:23]([CH:28]=[CH:29][CH:30]=4)[C:24]([O:26]C)=[O:25])[CH2:17][CH2:18][O:19][C:14]=3[CH:13]=2)=[O:10])[NH:5][C:6]=1[CH2:7][CH3:8].[OH-].[Li+].CO. The catalyst is O1CCCC1. The product is [Cl:1][C:2]1[N:3]=[C:4]([C:9]([NH:11][C:12]2[CH:32]=[CH:31][C:15]3[N:16]([CH2:20][C:21]4[CH:22]=[C:23]([CH:28]=[CH:29][CH:30]=4)[C:24]([OH:26])=[O:25])[CH2:17][CH2:18][O:19][C:14]=3[CH:13]=2)=[O:10])[NH:5][C:6]=1[CH2:7][CH3:8]. The yield is 0.710. (7) The reactants are CC1C=C(N2CCN(CCOC3C=CC=CC=3)C2=O)SC=1C(O)=O.[F:25][C:26]1[CH:47]=[CH:46][C:29]([CH2:30][N:31]2[CH2:35][CH2:34][N:33]([C:36]3[S:40][C:39]([C:41](O)=[O:42])=[C:38]([CH3:44])[CH:37]=3)[C:32]2=[O:45])=[CH:28][CH:27]=1.[CH3:48][N:49]1[C:53]([CH2:54][NH2:55])=[CH:52][N:51]=[CH:50]1. No catalyst specified. The product is [F:25][C:26]1[CH:47]=[CH:46][C:29]([CH2:30][N:31]2[CH2:35][CH2:34][N:33]([C:36]3[S:40][C:39]([C:41]([NH:55][CH2:54][C:53]4[N:49]([CH3:48])[CH:50]=[N:51][CH:52]=4)=[O:42])=[C:38]([CH3:44])[CH:37]=3)[C:32]2=[O:45])=[CH:28][CH:27]=1. The yield is 0.750. (8) The reactants are [C:1]([NH2:10])(=[O:9])[C:2]1[C:3](=[CH:5][CH:6]=[CH:7][CH:8]=1)[OH:4].Br[CH2:12][C:13]([C:15]1[CH:20]=[CH:19][CH:18]=[C:17]([O:21][CH3:22])[CH:16]=1)=[O:14].C(=O)([O-])[O-].[K+].[K+].O. The catalyst is CN(C)C=O. The product is [CH3:22][O:21][C:17]1[CH:16]=[C:15]([C:13](=[O:14])[CH2:12][O:4][C:3]2[CH:5]=[CH:6][CH:7]=[CH:8][C:2]=2[C:1]([NH2:10])=[O:9])[CH:20]=[CH:19][CH:18]=1. The yield is 0.900.